This data is from Forward reaction prediction with 1.9M reactions from USPTO patents (1976-2016). The task is: Predict the product of the given reaction. (1) Given the reactants [CH2:1]([O:3][C:4](=[O:18])[C:5]1[CH:10]=[C:9]([N:11]2[CH2:16][CH2:15][CH2:14][CH2:13][CH2:12]2)[CH:8]=[CH:7][C:6]=1[NH2:17])[CH3:2].N1C=CC=CC=1.CO[C:27]1[CH:28]=[C:29]([CH:33]=[CH:34][C:35]=1OC)[C:30](Cl)=[O:31].[CH2:38]([Cl:40])Cl, predict the reaction product. The product is: [CH2:1]([O:3][C:4](=[O:18])[C:5]1[CH:10]=[C:9]([N:11]2[CH2:16][CH2:15][CH2:14][CH2:13][CH2:12]2)[CH:8]=[CH:7][C:6]=1[NH:17][C:30](=[O:31])[C:29]1[CH:33]=[CH:34][CH:35]=[C:27]([CH2:38][Cl:40])[CH:28]=1)[CH3:2]. (2) Given the reactants [Cl:1][C:2]1[CH:3]=[CH:4][C:5]([O:15][CH2:16][C:17]2[CH:22]=[CH:21][CH:20]=[C:19]([F:23])[C:18]=2[F:24])=[C:6]([C:8](=O)[CH2:9][CH2:10][C:11](=O)[CH3:12])[CH:7]=1.[NH2:25][C:26]1[CH:27]=[C:28]([C:32]([Cl:35])=[CH:33][CH:34]=1)[C:29]([OH:31])=[O:30].CC1C=CC(S(O)(=O)=O)=CC=1, predict the reaction product. The product is: [Cl:1][C:2]1[CH:3]=[CH:4][C:5]([O:15][CH2:16][C:17]2[CH:22]=[CH:21][CH:20]=[C:19]([F:23])[C:18]=2[F:24])=[C:6]([C:8]2[N:25]([C:26]3[CH:27]=[C:28]([C:32]([Cl:35])=[CH:33][CH:34]=3)[C:29]([OH:31])=[O:30])[C:11]([CH3:12])=[CH:10][CH:9]=2)[CH:7]=1.